Dataset: Full USPTO retrosynthesis dataset with 1.9M reactions from patents (1976-2016). Task: Predict the reactants needed to synthesize the given product. Given the product [Br:1][C:2]1[CH:3]=[C:4]([O:8][C@H:19]2[CH2:18][CH2:17][C@H:16]([NH:15][C:14](=[O:23])[O:13][C:9]([CH3:11])([CH3:10])[CH3:12])[CH2:21][CH2:20]2)[CH:5]=[N:6][CH:7]=1, predict the reactants needed to synthesize it. The reactants are: [Br:1][C:2]1[CH:3]=[C:4]([OH:8])[CH:5]=[N:6][CH:7]=1.[C:9]([O:13][C:14](=[O:23])[NH:15][C@H:16]1[CH2:21][CH2:20][C@@H:19](O)[CH2:18][CH2:17]1)([CH3:12])([CH3:11])[CH3:10].C1C(COC(/N=N\C(OCC2C=CC(Cl)=CC=2)=O)=O)=CC=C(Cl)C=1.C1(P(C2C=CC=CC=2)C2C=CC=CC=2)C=CC=CC=1.